This data is from Choline transporter screen with 302,306 compounds. The task is: Binary Classification. Given a drug SMILES string, predict its activity (active/inactive) in a high-throughput screening assay against a specified biological target. (1) The drug is O=C1N(C(N2C1CCC2)c1c(OC)ccc(OC)c1)c1noc(c1)C. The result is 0 (inactive). (2) The compound is S(=O)(=O)(N1CCN(CC1)c1ncnc2sc(c(c12)C)C)CC. The result is 0 (inactive). (3) The result is 1 (active). The molecule is FC(F)(F)c1cc2[n+]([O-])n(CCC[NH3+])c(c2cc1)C(=O)c1ccc(OC)cc1. (4) The molecule is o\1c2c(cc(c1=N/O)C(=O)Nc1c(OC)cccc1)cc(OC)cc2. The result is 0 (inactive). (5) The molecule is S(=O)(=O)(n1nc(OC(=O)c2sccc2)cc1N)c1ccc(cc1)C. The result is 0 (inactive). (6) The drug is S(CCC(NC(=O)c1ccccc1)C(=O)N\N=C(\c1ccccc1)C)C. The result is 0 (inactive). (7) The result is 0 (inactive). The molecule is O(C1C(C(O)CCC1)CC(O)=O)C(C)C. (8) The result is 0 (inactive). The drug is S\1\C(N(N(C)C)C(=O)C1=C/c1occc1)=N/c1ccccc1. (9) The drug is S(=O)(=O)(N1CCC(CC1)C(=O)NCC1OCCC1)c1ccc(OCC)cc1. The result is 0 (inactive). (10) The compound is O=C(Nc1c([N+]([O-])=O)cc(OC)cc1)CN1CCc2c(C1)cccc2. The result is 0 (inactive).